From a dataset of Blood-brain barrier permeability classification from the B3DB database. Regression/Classification. Given a drug SMILES string, predict its absorption, distribution, metabolism, or excretion properties. Task type varies by dataset: regression for continuous measurements (e.g., permeability, clearance, half-life) or binary classification for categorical outcomes (e.g., BBB penetration, CYP inhibition). Dataset: b3db_classification. (1) The drug is CC1CC2C(C(O)CC3(C)C2CCC3(O)C(=O)CO)C2(C)C=CC(=O)C=C12. The result is 1 (penetrates BBB). (2) The drug is CNCCCC1(c2ccccc2)OC(C)(C)c2ccccc21. The result is 1 (penetrates BBB). (3) The molecule is NCc1ccccc1CC(=O)N[C@H]1C(=O)N2C(C(=O)O)=C(CSc3nnnn3CC(=O)O)CS[C@@H]12. The result is 0 (does not penetrate BBB).